From a dataset of Reaction yield outcomes from USPTO patents with 853,638 reactions. Predict the reaction yield, written as a fraction of the theoretical maximum amount of product (1.0 means a 100% yield; for example, 0.34 means a 34% yield). (1) The reactants are [Cl:1][C:2]1[C:13]([O:14][CH:15]([CH3:17])[CH3:16])=[N:12][C:11]([C:18]2[CH:19]=[N:20][N:21]([CH3:23])[CH:22]=2)=[CH:10][C:3]=1[C:4]([O:6]C(C)C)=O.[OH-].[Na+].C(N(CC)CC)C.F[P-](F)(F)(F)(F)F.N1(OC(N(C)C)=[N+](C)C)C2N=CC=CC=2N=N1.Cl.[NH2:58][CH2:59][C:60]1[C:61](=[O:68])[NH:62][C:63]([CH3:67])=[CH:64][C:65]=1[CH3:66]. The yield is 0.550. The product is [Cl:1][C:2]1[C:13]([O:14][CH:15]([CH3:16])[CH3:17])=[N:12][C:11]([C:18]2[CH:19]=[N:20][N:21]([CH3:23])[CH:22]=2)=[CH:10][C:3]=1[C:4]([NH:58][CH2:59][C:60]1[C:61](=[O:68])[NH:62][C:63]([CH3:67])=[CH:64][C:65]=1[CH3:66])=[O:6]. The catalyst is CO.O.CN(C)C=O. (2) The reactants are C([O:3][CH:4](OCC)[CH2:5][O:6][C:7]1[C:14]([O:15][CH3:16])=[CH:13][CH:12]=[CH:11][C:8]=1[CH:9]=O)C. The catalyst is C(O)(=O)C. The product is [CH3:16][O:15][C:14]1[C:7]2[O:6][C:5]([CH:4]=[O:3])=[CH:9][C:8]=2[CH:11]=[CH:12][CH:13]=1. The yield is 0.340. (3) The yield is 0.800. The reactants are Cl[C:2]1[CH:7]=[C:6]([NH:8][CH:9]2[CH2:11][CH2:10]2)[N:5]2[N:12]=[CH:13][C:14]([CH:15]=[O:16])=[C:4]2[N:3]=1.[C:17]([N:24]1[CH2:29][CH2:28][NH:27][CH2:26][CH2:25]1)([O:19][C:20]([CH3:23])([CH3:22])[CH3:21])=[O:18].C(=O)([O-])[O-].[K+].[K+].C(N(C(C)C)CC)(C)C. The catalyst is CN(C)C=O.O. The product is [CH:9]1([NH:8][C:6]2[N:5]3[N:12]=[CH:13][C:14]([CH:15]=[O:16])=[C:4]3[N:3]=[C:2]([N:27]3[CH2:26][CH2:25][N:24]([C:17]([O:19][C:20]([CH3:23])([CH3:22])[CH3:21])=[O:18])[CH2:29][CH2:28]3)[CH:7]=2)[CH2:11][CH2:10]1. (4) The product is [OH:40][C:26]1[CH:27]=[CH:28][CH:29]=[C:30]2[C:25]=1[N:24]=[C:23]([C:21]([OH:22])=[O:20])[CH:32]=[C:31]2[C:33]1[CH:38]=[CH:37][C:36]([Cl:39])=[CH:35][CH:34]=1. No catalyst specified. The reactants are COC(C1C=C(O)C2C(=C(OC)C=C(Br)C=2)N=1)=O.C[O:20][C:21]([C:23]1[CH:32]=[C:31]([C:33]2[CH:38]=[CH:37][C:36]([Cl:39])=[CH:35][CH:34]=2)[C:30]2[C:25](=[C:26]([O:40]C)[CH:27]=[CH:28][CH:29]=2)[N:24]=1)=[O:22]. The yield is 0.530.